Dataset: Full USPTO retrosynthesis dataset with 1.9M reactions from patents (1976-2016). Task: Predict the reactants needed to synthesize the given product. (1) Given the product [C:28]([C:27]1[CH:30]=[CH:31][C:24]([N:22]2[CH:6]([CH:1]3[CH2:5][CH2:4][CH2:3][CH2:2]3)[CH2:7][C:8]([C:10]3[CH:19]=[CH:18][C:13]([C:14]([OH:16])=[O:15])=[C:12]([O:20][CH3:21])[N:11]=3)=[N:23]2)=[CH:25][C:26]=1[CH3:32])#[N:29], predict the reactants needed to synthesize it. The reactants are: [CH:1]1([CH:6]=[CH:7][C:8]([C:10]2[CH:19]=[CH:18][C:13]([C:14]([O:16]C)=[O:15])=[C:12]([O:20][CH3:21])[N:11]=2)=O)[CH2:5][CH2:4][CH2:3][CH2:2]1.[NH:22]([C:24]1[CH:31]=[CH:30][C:27]([C:28]#[N:29])=[C:26]([CH3:32])[CH:25]=1)[NH2:23].[O-]CC.[Na+].Cl. (2) Given the product [NH3:4].[F:1][C:2]1[CH:3]=[N:4][C:5]([O:17][C:18]2[CH:23]=[CH:22][CH:21]=[C:20]([S:24][CH3:25])[CH:19]=2)=[C:6]([CH:16]=1)[C:7]([NH:9][CH:10]1[CH2:11][CH2:12][N:13]([C:49]([C:45]2[CH:44]=[N:43][CH:48]=[CH:47][CH:46]=2)=[O:50])[CH2:14][CH2:15]1)=[O:8], predict the reactants needed to synthesize it. The reactants are: [F:1][C:2]1[CH:3]=[N:4][C:5]([O:17][C:18]2[CH:23]=[CH:22][CH:21]=[C:20]([S:24][CH3:25])[CH:19]=2)=[C:6]([CH:16]=1)[C:7]([NH:9][CH:10]1[CH2:15][CH2:14][NH:13][CH2:12][CH2:11]1)=[O:8].ON1C2C=CC=CC=2N=N1.CN1CCOCC1.[N:43]1[CH:48]=[CH:47][CH:46]=[C:45]([C:49](O)=[O:50])[CH:44]=1.Cl.CN(C)CCCN=C=NCC. (3) Given the product [CH2:1]([O:3][P:4]([CH:8]([C:10]1[CH:15]=[CH:14][CH:13]=[C:12]([C:35]#[C:34][C:31]2[CH:30]=[CH:29][C:28]([O:27][CH:26]([F:25])[F:36])=[CH:33][CH:32]=2)[CH:11]=1)[F:9])[O:5][CH2:6][CH3:7])[CH3:2], predict the reactants needed to synthesize it. The reactants are: [CH2:1]([O:3][P:4]([CH:8]([C:10]1[CH:15]=[CH:14][CH:13]=[C:12](Br)[CH:11]=1)[F:9])[O:5][CH2:6][CH3:7])[CH3:2].CC1CCCC(C)N1.[F:25][CH:26]([F:36])[O:27][C:28]1[CH:33]=[CH:32][C:31]([C:34]#[CH:35])=[CH:30][CH:29]=1. (4) Given the product [C:29]([O:33][CH:34]([C:40]1[C:49]([CH3:50])=[CH:48][C:47]2[C:42](=[CH:43][C:44]([Cl:51])=[CH:45][CH:46]=2)[C:41]=1[C:52]1[CH:57]=[CH:56][C:55]([Cl:58])=[CH:54][CH:53]=1)[C:35]([OH:37])=[O:36])([CH3:32])([CH3:30])[CH3:31], predict the reactants needed to synthesize it. The reactants are: BrC1C2C(=CC=CC=2)C(C2C=CC(Cl)=CC=2)=C(C(OC(C)(C)C)C(O)=O)C=1C.[C:29]([O:33][CH:34]([C:40]1[C:49]([CH3:50])=[CH:48][C:47]2[C:42](=[CH:43][C:44]([Cl:51])=[CH:45][CH:46]=2)[C:41]=1[C:52]1[CH:57]=[CH:56][C:55]([Cl:58])=[CH:54][CH:53]=1)[C:35]([O:37]CC)=[O:36])([CH3:32])([CH3:31])[CH3:30].